The task is: Binary Classification. Given a drug SMILES string, predict its activity (active/inactive) in a high-throughput screening assay against a specified biological target.. This data is from HIV replication inhibition screening data with 41,000+ compounds from the AIDS Antiviral Screen. (1) The molecule is Cc1ccc(S(=O)(=O)N2CCSCCSCCSCCN(S(=O)(=O)c3ccc(C)cc3)CC2)cc1. The result is 0 (inactive). (2) The molecule is O=C(NCCCN(CCCCN(CCCNC(=O)C(F)(F)F)Cc1ccc2ccccc2c1)Cc1ccc2ccccc2c1)C(F)(F)F. The result is 0 (inactive). (3) The result is 1 (active). The molecule is Cc1nn(C(=O)Cc2ccccc2)c2c1C(c1ccccc1)SC(=N)N2. (4) The molecule is COc1ccc2[nH]c3c(C)c4ccnc(NCCCN(C)CCCNc5ccc6nnn7c8ccccc8c(=O)c5c67)c4c(C)c3c2c1.CS(=O)(=O)O. The result is 0 (inactive). (5) The compound is O=C1CCC2=NCc3c(ccc4ccccc34)N12. The result is 0 (inactive). (6) The molecule is CC(=O)c1ccc(NC(=O)CSc2nc(C)nc3c2sc(=S)n3-c2ccccc2)cc1. The result is 0 (inactive).